This data is from Forward reaction prediction with 1.9M reactions from USPTO patents (1976-2016). The task is: Predict the product of the given reaction. (1) Given the reactants [Cl:1][C:2]1[C:3]([CH3:19])=[N:4][N:5]2[C:10]([Cl:11])=[C:9]([CH:12]([OH:17])[C:13]([O:15][CH3:16])=[O:14])[C:8]([CH3:18])=[N:7][C:6]=12.C(Cl)Cl.Cl(O)(=O)(=O)=O, predict the reaction product. The product is: [C:9]([O:17][CH:12]([C:9]1[C:8]([CH3:18])=[N:7][C:6]2[N:5]([N:4]=[C:3]([CH3:19])[C:2]=2[Cl:1])[C:10]=1[Cl:11])[C:13]([O:15][CH3:16])=[O:14])([CH3:12])([CH3:10])[CH3:8]. (2) Given the reactants [H-].[Na+].[CH3:3][O:4][C:5](=[O:11])[C:6]([CH3:10])([CH3:9])[CH2:7][OH:8].[CH2:12](OS(C1C=CC(C)=CC=1)(=O)=O)[CH3:13], predict the reaction product. The product is: [CH3:3][O:4][C:5](=[O:11])[C:6]([CH3:10])([CH3:9])[CH2:7][O:8][CH2:12][CH3:13]. (3) Given the reactants CS(O[CH2:6][CH2:7][CH:8]([C:22]1[CH:27]=[CH:26][C:25]([Cl:28])=[CH:24][C:23]=1[Cl:29])[C:9]1[C:17]2[C:12](=[C:13]([CH2:19][S:20][CH3:21])[CH:14]=[C:15]([F:18])[CH:16]=2)[NH:11][CH:10]=1)(=O)=O.[C-:30]#[N:31].[K+], predict the reaction product. The product is: [Cl:29][C:23]1[CH:24]=[C:25]([Cl:28])[CH:26]=[CH:27][C:22]=1[CH:8]([C:9]1[C:17]2[C:12](=[C:13]([CH2:19][S:20][CH3:21])[CH:14]=[C:15]([F:18])[CH:16]=2)[NH:11][CH:10]=1)[CH2:7][CH2:6][C:30]#[N:31]. (4) Given the reactants [CH2:1]([O:3][C:4]([N:6]1[CH:11]2[CH2:12][CH2:13][CH:7]1[CH2:8][CH:9]([C:14]1[N:19]3[N:20]=[C:21]([C:24]4[CH:29]=[CH:28][N:27]=[CH:26][CH:25]=4)[C:22](I)=[C:18]3[N:17]=[CH:16][CH:15]=1)[CH2:10]2)=[O:5])[CH3:2].CC1(C)C(C)(C)OB([C:38]2[CH:46]=[C:45]3[C:41]([CH2:42][C:43](=[O:47])[NH:44]3)=[CH:40][CH:39]=2)O1, predict the reaction product. The product is: [O:47]=[C:43]1[CH2:42][C:41]2[C:45](=[CH:46][C:38]([C:22]3[C:21]([C:24]4[CH:29]=[CH:28][N:27]=[CH:26][CH:25]=4)=[N:20][N:19]4[C:14]([CH:9]5[CH2:8][CH:7]6[N:6]([C:4]([O:3][CH2:1][CH3:2])=[O:5])[CH:11]([CH2:12][CH2:13]6)[CH2:10]5)=[CH:15][CH:16]=[N:17][C:18]=34)=[CH:39][CH:40]=2)[NH:44]1. (5) Given the reactants [C:1]([O:5][C:6]([NH:8][CH2:9][CH:10]([C:14]1[CH:19]=[CH:18][C:17]([CH2:20][O:21][Si:22]([CH:29]([CH3:31])[CH3:30])([CH:26]([CH3:28])[CH3:27])[CH:23]([CH3:25])[CH3:24])=[CH:16][CH:15]=1)[C:11]([OH:13])=O)=[O:7])([CH3:4])([CH3:3])[CH3:2].C(Cl)CCl.[NH2:36][C:37]1[CH:45]=[CH:44][C:40]([C:41]([NH2:43])=[O:42])=[C:39]([F:46])[CH:38]=1, predict the reaction product. The product is: [C:41]([C:40]1[CH:44]=[CH:45][C:37]([NH:36][C:11](=[O:13])[CH:10]([C:14]2[CH:19]=[CH:18][C:17]([CH2:20][O:21][Si:22]([CH:29]([CH3:30])[CH3:31])([CH:26]([CH3:27])[CH3:28])[CH:23]([CH3:24])[CH3:25])=[CH:16][CH:15]=2)[CH2:9][NH:8][C:6](=[O:7])[O:5][C:1]([CH3:2])([CH3:4])[CH3:3])=[CH:38][C:39]=1[F:46])(=[O:42])[NH2:43]. (6) Given the reactants [CH2:1]([O:8][C:9]([NH:11][C@@H:12]1[C@@H:17]([C:18]2[CH:23]=[C:22]([F:24])[C:21]([F:25])=[CH:20][C:19]=2[F:26])[CH2:16][CH2:15][N:14](C(OC(C)(C)C)=O)[CH2:13]1)=[O:10])[C:2]1[CH:7]=[CH:6][CH:5]=[CH:4][CH:3]=1, predict the reaction product. The product is: [CH2:1]([O:8][C:9](=[O:10])[NH:11][C@@H:12]1[C@@H:17]([C:18]2[CH:23]=[C:22]([F:24])[C:21]([F:25])=[CH:20][C:19]=2[F:26])[CH2:16][CH2:15][NH:14][CH2:13]1)[C:2]1[CH:3]=[CH:4][CH:5]=[CH:6][CH:7]=1. (7) Given the reactants [CH3:1][C:2]1[C:3]2[N:4]([C:8]([CH:11]3[CH2:16][CH2:15][N:14]([CH:17]4[CH2:22][CH2:21][O:20][CH2:19][CH2:18]4)[CH2:13][CH2:12]3)=[N:9][CH:10]=2)[CH:5]=[CH:6][N:7]=1.C(O)(=O)C.[Br:27]Br.O, predict the reaction product. The product is: [Br:27][C:10]1[N:9]=[C:8]([CH:11]2[CH2:12][CH2:13][N:14]([CH:17]3[CH2:22][CH2:21][O:20][CH2:19][CH2:18]3)[CH2:15][CH2:16]2)[N:4]2[CH:5]=[CH:6][N:7]=[C:2]([CH3:1])[C:3]=12.